This data is from Catalyst prediction with 721,799 reactions and 888 catalyst types from USPTO. The task is: Predict which catalyst facilitates the given reaction. (1) Reactant: C1(O[C:8](=[O:27])[NH:9][C:10]2[S:11][C:12]3[C:18]([CH:19]4[CH2:24][O:23][CH2:22][CH2:21][O:20]4)=[CH:17][CH:16]=[C:15]([O:25][CH3:26])[C:13]=3[N:14]=2)C=CC=CC=1.FC(F)(F)C(O)=O.[CH3:35][C:36]1([CH2:42][OH:43])[CH2:41][CH2:40][NH:39][CH2:38][CH2:37]1.C(N(C(C)C)C(C)C)C. Product: [O:20]1[CH2:21][CH2:22][O:23][CH2:24][CH:19]1[C:18]1[C:12]2[S:11][C:10]([NH:9][C:8]([N:39]3[CH2:40][CH2:41][C:36]([CH2:42][OH:43])([CH3:35])[CH2:37][CH2:38]3)=[O:27])=[N:14][C:13]=2[C:15]([O:25][CH3:26])=[CH:16][CH:17]=1. The catalyst class is: 22. (2) Reactant: [CH3:1][O:2][C:3]1[CH:8]=[C:7]([CH3:9])[C:6]([S:10](Cl)(=[O:12])=[O:11])=[C:5]([CH3:14])[C:4]=1[CH3:15].[CH3:16][NH:17][CH2:18][CH2:19][OH:20].CCN(CC)CC. Product: [OH:20][CH2:19][CH2:18][N:17]([CH3:16])[S:10]([C:6]1[C:7]([CH3:9])=[CH:8][C:3]([O:2][CH3:1])=[C:4]([CH3:15])[C:5]=1[CH3:14])(=[O:12])=[O:11]. The catalyst class is: 1. (3) The catalyst class is: 3. Reactant: [Cl:1][C:2]1[CH:3]=[C:4]([CH2:14][N:15]2[C:19]([CH3:20])=[CH:18][C:17]([NH2:21])=[N:16]2)[C:5]2[O:9][C:8]([CH:10]([CH3:12])[CH3:11])=[CH:7][C:6]=2[CH:13]=1.CCN=C=NCCCN(C)C.C1C=CC2N(O)N=NC=2C=1.[CH3:43][O:44][C:45]([C:47]1[CH:55]=[CH:54][C:50]([C:51](O)=[O:52])=[CH:49][CH:48]=1)=[O:46]. Product: [Cl:1][C:2]1[CH:3]=[C:4]([CH2:14][N:15]2[C:19]([CH3:20])=[CH:18][C:17]([NH:21][C:51]([C:50]3[CH:54]=[CH:55][C:47]([C:45]([O:44][CH3:43])=[O:46])=[CH:48][CH:49]=3)=[O:52])=[N:16]2)[C:5]2[O:9][C:8]([CH:10]([CH3:12])[CH3:11])=[CH:7][C:6]=2[CH:13]=1. (4) The catalyst class is: 191. Reactant: C([O:8][CH2:9][CH:10]1[CH2:17][CH2:16][CH2:15][CH2:14][C:11]21[CH2:13][CH2:12]2)C1C=CC=CC=1.[H][H]. Product: [CH2:12]1[C:11]2([CH2:14][CH2:15][CH2:16][CH2:17][CH:10]2[CH2:9][OH:8])[CH2:13]1. (5) Reactant: [C:1]([O:5][C:6](=[O:46])[CH2:7][CH2:8][C@H:9]([NH:13][C:14]([C:16]1[CH:20]=[C:19]([C:21]2[CH:26]=[C:25]([O:27][C:28]3[CH:33]=[CH:32][C:31]([NH:34][C:35]([NH:37][C:38]4[CH:43]=[CH:42][CH:41]=[C:40]([CH3:44])[CH:39]=4)=[O:36])=[C:30]([F:45])[CH:29]=3)[CH:24]=[CH:23][N:22]=2)[NH:18][CH:17]=1)=[O:15])[C:10](O)=[O:11])([CH3:4])([CH3:3])[CH3:2].CN(C(O[N:55]1N=N[C:57]2C=CC=N[C:56]1=2)=[N+](C)C)C.F[P-](F)(F)(F)(F)F.C(N(CC)C(C)C)(C)C.C(N)C.C1COCC1.Cl. Product: [CH2:56]([NH:55][C:10](=[O:11])[C@@H:9]([NH:13][C:14]([C:16]1[CH:20]=[C:19]([C:21]2[CH:26]=[C:25]([O:27][C:28]3[CH:33]=[CH:32][C:31]([NH:34][C:35]([NH:37][C:38]4[CH:43]=[CH:42][CH:41]=[C:40]([CH3:44])[CH:39]=4)=[O:36])=[C:30]([F:45])[CH:29]=3)[CH:24]=[CH:23][N:22]=2)[NH:18][CH:17]=1)=[O:15])[CH2:8][CH2:7][C:6]([O:5][C:1]([CH3:2])([CH3:3])[CH3:4])=[O:46])[CH3:57]. The catalyst class is: 18. (6) Reactant: Br[CH2:2][C:3]1[CH:8]=[CH:7][C:6]([C:9](=[O:18])[C:10]([C:12]2[CH:17]=[CH:16][CH:15]=[CH:14][CH:13]=2)=[O:11])=[CH:5][CH:4]=1.[C:19]([NH:26][C:27]([O:29][C:30]([CH3:33])([CH3:32])[CH3:31])=[O:28])([O:21][C:22]([CH3:25])([CH3:24])[CH3:23])=[O:20].CC(C)([O-])C.[Na+]. Product: [O:11]=[C:10]([C:12]1[CH:17]=[CH:16][CH:15]=[CH:14][CH:13]=1)[C:9]([C:6]1[CH:7]=[CH:8][C:3]([CH2:2][N:26]([C:19]([O:21][C:22]([CH3:25])([CH3:24])[CH3:23])=[O:20])[C:27]([O:29][C:30]([CH3:31])([CH3:32])[CH3:33])=[O:28])=[CH:4][CH:5]=1)=[O:18]. The catalyst class is: 1.